Dataset: Forward reaction prediction with 1.9M reactions from USPTO patents (1976-2016). Task: Predict the product of the given reaction. Given the reactants C(N(C(C)C)CC)(C)C.Cl.[NH:11]1[CH2:14][CH:13]([NH:15][C:16](=[O:22])[O:17][C:18]([CH3:21])([CH3:20])[CH3:19])[CH2:12]1.Cl[C:24]1[O:25][C:26]2[C:27](=[C:29]([C:41]#[N:42])[C:30]([CH3:40])=[C:31]([C:34]3[CH:39]=[CH:38][CH:37]=[CH:36][CH:35]=3)[C:32]=2[F:33])[N:28]=1.C(O)(=O)CC(CC(O)=O)(C(O)=O)O, predict the reaction product. The product is: [C:41]([C:29]1[C:27]2[N:28]=[C:24]([N:11]3[CH2:14][CH:13]([NH:15][C:16](=[O:22])[O:17][C:18]([CH3:19])([CH3:21])[CH3:20])[CH2:12]3)[O:25][C:26]=2[C:32]([F:33])=[C:31]([C:34]2[CH:35]=[CH:36][CH:37]=[CH:38][CH:39]=2)[C:30]=1[CH3:40])#[N:42].